Dataset: NCI-60 drug combinations with 297,098 pairs across 59 cell lines. Task: Regression. Given two drug SMILES strings and cell line genomic features, predict the synergy score measuring deviation from expected non-interaction effect. (1) Cell line: CAKI-1. Drug 1: CC(CN1CC(=O)NC(=O)C1)N2CC(=O)NC(=O)C2. Synergy scores: CSS=39.3, Synergy_ZIP=-14.6, Synergy_Bliss=-8.77, Synergy_Loewe=-5.09, Synergy_HSA=-2.00. Drug 2: C1=NC(=NC(=O)N1C2C(C(C(O2)CO)O)O)N. (2) Drug 1: C1CN1P(=S)(N2CC2)N3CC3. Drug 2: CC1=C(C(CCC1)(C)C)C=CC(=CC=CC(=CC(=O)O)C)C. Cell line: COLO 205. Synergy scores: CSS=19.1, Synergy_ZIP=-8.97, Synergy_Bliss=0.409, Synergy_Loewe=-9.70, Synergy_HSA=1.35. (3) Drug 1: CC12CCC3C(C1CCC2=O)CC(=C)C4=CC(=O)C=CC34C. Drug 2: C#CCC(CC1=CN=C2C(=N1)C(=NC(=N2)N)N)C3=CC=C(C=C3)C(=O)NC(CCC(=O)O)C(=O)O. Cell line: COLO 205. Synergy scores: CSS=41.4, Synergy_ZIP=1.87, Synergy_Bliss=0.526, Synergy_Loewe=0.00464, Synergy_HSA=-0.870. (4) Cell line: HL-60(TB). Drug 1: C1=CC(=CC=C1CC(C(=O)O)N)N(CCCl)CCCl.Cl. Drug 2: CN1C2=C(C=C(C=C2)N(CCCl)CCCl)N=C1CCCC(=O)O.Cl. Synergy scores: CSS=43.4, Synergy_ZIP=7.85, Synergy_Bliss=12.5, Synergy_Loewe=-7.17, Synergy_HSA=10.1. (5) Drug 1: CCN(CC)CCNC(=O)C1=C(NC(=C1C)C=C2C3=C(C=CC(=C3)F)NC2=O)C. Drug 2: C1CCC(C(C1)N)N.C(=O)(C(=O)[O-])[O-].[Pt+4]. Cell line: UACC62. Synergy scores: CSS=23.5, Synergy_ZIP=-6.12, Synergy_Bliss=-1.49, Synergy_Loewe=-2.29, Synergy_HSA=-1.17.